From a dataset of Full USPTO retrosynthesis dataset with 1.9M reactions from patents (1976-2016). Predict the reactants needed to synthesize the given product. (1) Given the product [CH2:19]([N:12]1[C:11]2[N:21]=[C:7]([N:4]3[CH2:5][CH2:6][N:1]([CH3:24])[CH2:2][CH2:3]3)[C:8]([F:22])=[CH:9][C:10]=2[C:15](=[O:16])[N:14]([OH:17])[C:13]1=[O:18])[CH3:20], predict the reactants needed to synthesize it. The reactants are: [NH2:1][CH:2]1[CH2:6][CH2:5][N:4]([C:7]2[C:8]([F:22])=[CH:9][C:10]3[C:15](=[O:16])[N:14]([OH:17])[C:13](=[O:18])[N:12]([CH2:19][CH3:20])[C:11]=3[N:21]=2)[CH2:3]1.F[C:24](F)(F)C([O-])=O. (2) Given the product [CH2:1]([N:8]1[CH2:17][C:16]([CH3:19])([CH3:18])[NH:15][CH2:14][C:9]21[CH2:10][CH2:11][CH2:12][CH2:13]2)[C:2]1[CH:3]=[CH:4][CH:5]=[CH:6][CH:7]=1, predict the reactants needed to synthesize it. The reactants are: [CH2:1]([N:8]1[CH2:17][C:16]([CH3:19])([CH3:18])[NH:15][C:14](=O)[C:9]21[CH2:13][CH2:12][CH2:11][CH2:10]2)[C:2]1[CH:7]=[CH:6][CH:5]=[CH:4][CH:3]=1.[H-].[Al+3].[Li+].[H-].[H-].[H-].Cl[Si](C)(C)C.O. (3) Given the product [CH2:1]([O:8][C:9]1[CH:14]=[CH:13][C:12]([S:15]([NH:24][C:20]([CH3:23])([CH3:22])[CH3:21])(=[O:17])=[O:16])=[CH:11][C:10]=1[I:19])[C:2]1[CH:7]=[CH:6][CH:5]=[CH:4][CH:3]=1, predict the reactants needed to synthesize it. The reactants are: [CH2:1]([O:8][C:9]1[CH:14]=[CH:13][C:12]([S:15](Cl)(=[O:17])=[O:16])=[CH:11][C:10]=1[I:19])[C:2]1[CH:7]=[CH:6][CH:5]=[CH:4][CH:3]=1.[C:20]([NH2:24])([CH3:23])([CH3:22])[CH3:21].O. (4) The reactants are: C1(O)C=CC=CC=1.[OH:8][C@@H:9]([C:20]1[CH:25]=[CH:24][CH:23]=[C:22]([OH:26])[CH:21]=1)[CH2:10][CH2:11][NH:12][C:13](=[O:19])[O:14][C:15]([CH3:18])([CH3:17])[CH3:16].C([O-])([O-])=O.[K+].[K+].CC1C=CC(S(O[CH2:44][CH:45]2[CH2:50][CH2:49][N:48]([C:51](=[O:53])[CH3:52])[CH2:47][CH2:46]2)(=O)=O)=CC=1. Given the product [C:51]([N:48]1[CH2:49][CH2:50][CH:45]([CH2:44][O:26][C:22]2[CH:21]=[C:20]([C@H:9]([OH:8])[CH2:10][CH2:11][NH:12][C:13](=[O:19])[O:14][C:15]([CH3:18])([CH3:17])[CH3:16])[CH:25]=[CH:24][CH:23]=2)[CH2:46][CH2:47]1)(=[O:53])[CH3:52], predict the reactants needed to synthesize it. (5) The reactants are: Cl.[C:2]1([NH:8]N)[CH:7]=[CH:6][CH:5]=[CH:4][CH:3]=1.[N:10]12[CH2:18][CH2:17][CH:14]([CH2:15][CH2:16]1)[C:13](=O)[CH2:12][CH2:11]2.O.[OH-].[Na+]. Given the product [CH2:11]1[C:12]2[C:3]3[CH:4]=[CH:5][CH:6]=[CH:7][C:2]=3[NH:8][C:13]=2[CH:14]2[CH2:17][CH2:18][N:10]1[CH2:16][CH2:15]2, predict the reactants needed to synthesize it. (6) Given the product [CH3:34][CH:35]([CH3:68])[C@H:36]([N:41]1[CH2:49][C:48]2[C:43](=[CH:44][C:45]([C:50]3[CH:51]=[CH:52][C:53]([NH:56][S:57]([CH2:60][C:61]4[CH:62]=[CH:63][CH:64]=[CH:65][CH:66]=4)(=[O:59])=[O:58])=[CH:54][CH:55]=3)=[CH:46][CH:47]=2)[C:42]1=[O:67])[C:37]([OH:39])=[O:38], predict the reactants needed to synthesize it. The reactants are: CC(C)[C@H](N1CC2C(=CC(C3C=CC(NS(C4C=CC=CC=4)(=O)=O)=CC=3)=CC=2)C1=O)C(O)=O.[CH3:34][CH:35]([CH3:68])[C@H:36]([N:41]1[CH2:49][C:48]2[C:43](=[CH:44][C:45]([C:50]3[CH:55]=[CH:54][C:53]([NH:56][S:57]([CH2:60][C:61]4[CH:66]=[CH:65][CH:64]=[CH:63][CH:62]=4)(=[O:59])=[O:58])=[CH:52][CH:51]=3)=[CH:46][CH:47]=2)[C:42]1=[O:67])[C:37]([O:39]C)=[O:38]. (7) Given the product [C:30]([O:34][C:35](=[O:46])[NH:36][CH2:37][C:38]1[CH:43]=[CH:42][CH:41]=[C:40]([CH2:44][NH:45][C:15]([C:11]2[C:12]([CH3:14])=[N:13][C:8]([C:4]3[CH:5]=[CH:6][CH:7]=[C:2]([F:1])[CH:3]=3)=[N:9][CH:10]=2)=[O:17])[CH:39]=1)([CH3:33])([CH3:31])[CH3:32], predict the reactants needed to synthesize it. The reactants are: [F:1][C:2]1[CH:3]=[C:4]([C:8]2[N:13]=[C:12]([CH3:14])[C:11]([C:15]([OH:17])=O)=[CH:10][N:9]=2)[CH:5]=[CH:6][CH:7]=1.C(C1NC=CN=1)(C1NC=CN=1)=O.[C:30]([O:34][C:35](=[O:46])[NH:36][CH2:37][C:38]1[CH:43]=[CH:42][CH:41]=[C:40]([CH2:44][NH2:45])[CH:39]=1)([CH3:33])([CH3:32])[CH3:31]. (8) Given the product [NH2:21][C:14]1[C:15]2[C:20](=[CH:19][CH:18]=[CH:17][CH:16]=2)[C:11]([CH2:10][CH2:9][O:8][C:6]2[CH:5]=[CH:4][N:3]=[C:2]([NH2:30])[CH:7]=2)=[CH:12][CH:13]=1, predict the reactants needed to synthesize it. The reactants are: Cl[C:2]1[CH:7]=[C:6]([O:8][CH2:9][CH2:10][C:11]2[C:20]3[C:15](=[CH:16][CH:17]=[CH:18][CH:19]=3)[C:14]([NH:21]C(=O)OC(C)(C)C)=[CH:13][CH:12]=2)[CH:5]=[CH:4][N:3]=1.C(=O)(OC(C)(C)C)[NH2:30].C([O-])([O-])=O.[Cs+].[Cs+].O. (9) Given the product [CH2:25]([C:13]1[N:12]([CH2:11][CH2:10][CH2:9][CH2:8][NH2:7])[C:24]2[C:23]3[CH:22]=[CH:21][CH:20]=[CH:19][C:18]=3[N:17]=[CH:16][C:15]=2[N:14]=1)[CH3:26], predict the reactants needed to synthesize it. The reactants are: C(OC(=O)[NH:7][CH2:8][CH2:9][CH2:10][CH2:11][N:12]1[C:24]2[C:23]3[CH:22]=[CH:21][CH:20]=[CH:19][C:18]=3[N:17]=[CH:16][C:15]=2[N:14]=[C:13]1[CH2:25][CH3:26])(C)(C)C. (10) Given the product [CH3:15][O:14][CH:13]([O:16][CH3:17])[C:10]1[CH:11]=[CH:12][C:7]([CH:21]=[O:22])=[N:8][CH:9]=1, predict the reactants needed to synthesize it. The reactants are: [Li]CCCC.Br[C:7]1[CH:12]=[CH:11][C:10]([CH:13]([O:16][CH3:17])[O:14][CH3:15])=[CH:9][N:8]=1.CN([CH:21]=[O:22])C.